This data is from Reaction yield outcomes from USPTO patents with 853,638 reactions. The task is: Predict the reaction yield, written as a fraction of the theoretical maximum amount of product (1.0 means a 100% yield; for example, 0.34 means a 34% yield). (1) The reactants are [CH2:1]([C:4]1[C:8]2[C:9]([Cl:13])=[N:10][CH:11]=[CH:12][C:7]=2[NH:6][C:5]=1[CH3:14])[CH:2]=[CH2:3].[CH2:15]1[C:24]2[C:19](=[CH:20][CH:21]=[CH:22][CH:23]=2)[CH2:18][CH2:17][NH:16]1. No catalyst specified. The product is [ClH:13].[CH2:1]([C:4]1[C:8]2[C:9]([N:16]3[CH2:17][CH2:18][C:19]4[C:24](=[CH:23][CH:22]=[CH:21][CH:20]=4)[CH2:15]3)=[N:10][CH:11]=[CH:12][C:7]=2[NH:6][C:5]=1[CH3:14])[CH:2]=[CH2:3]. The yield is 0.774. (2) The reactants are C([O:4][C@H:5]1[C@@H:9]2[O:10][Si:11]([CH:25]([CH3:27])[CH3:26])([CH:22]([CH3:24])[CH3:23])[O:12][Si:13]([CH:19]([CH3:21])[CH3:20])([CH:16]([CH3:18])[CH3:17])[O:14][CH2:15][C@H:8]2[O:7][C@H:6]1[N:28]1[CH:36]=[N:35][C:34]2[C:29]1=[N:30][CH:31]=[N:32][C:33]=2[Cl:37])(=O)C. The catalyst is N.CO. The product is [Cl:37][C:33]1[N:32]=[CH:31][N:30]=[C:29]2[C:34]=1[N:35]=[CH:36][N:28]2[C@@H:6]1[O:7][C@H:8]2[C@@H:9]([O:10][Si:11]([CH:22]([CH3:24])[CH3:23])([CH:25]([CH3:27])[CH3:26])[O:12][Si:13]([CH:19]([CH3:20])[CH3:21])([CH:16]([CH3:17])[CH3:18])[O:14][CH2:15]2)[C@@H:5]1[OH:4]. The yield is 0.920. (3) The reactants are [CH:1]([C:3]1[CH:8]=[CH:7][C:6]([C:9]2[CH:14]=[CH:13][C:12]([CH:15]([CH3:24])[CH2:16][NH:17][S:18]([CH:21]([CH3:23])[CH3:22])(=[O:20])=[O:19])=[CH:11][CH:10]=2)=[CH:5][CH:4]=1)=[O:2].[CH2:25]([Mg]Br)[CH3:26]. The catalyst is O1CCCC1.C(OCC)C.[Cl-].[Na+].O. The product is [OH:2][CH:1]([C:3]1[CH:4]=[CH:5][C:6]([C:9]2[CH:14]=[CH:13][C:12]([CH:15]([CH3:24])[CH2:16][NH:17][S:18]([CH:21]([CH3:23])[CH3:22])(=[O:19])=[O:20])=[CH:11][CH:10]=2)=[CH:7][CH:8]=1)[CH2:25][CH3:26]. The yield is 0.420. (4) The reactants are [Br:1][C:2]1[CH:9]=[CH:8][C:5]([CH:6]=O)=[CH:4][CH:3]=1.[C:10]([O-:13])(=[O:12])[CH3:11].[NH4+:14].C(O)(=O)CC(O)=O. The catalyst is C(O)C.O. The product is [Br:1][C:2]1[CH:9]=[CH:8][C:5]([C@@H:6]([CH2:11][C:10]([OH:13])=[O:12])[NH2:14])=[CH:4][CH:3]=1. The yield is 0.628. (5) The reactants are Br[C:2]1[S:6][C:5]([C:7]([N:9]([CH2:11][C:12]2[CH:17]=[CH:16][CH:15]=[C:14]([O:18][CH3:19])[CH:13]=2)[CH3:10])=[O:8])=[CH:4][CH:3]=1.[C:20]1(B(O)O)[CH:25]=[CH:24][CH:23]=[CH:22][CH:21]=1. The catalyst is [Pd].C1(P(C2C=CC=CC=2)C2C=CC=CC=2)C=CC=CC=1.C1(P(C2C=CC=CC=2)C2C=CC=CC=2)C=CC=CC=1.C1(P(C2C=CC=CC=2)C2C=CC=CC=2)C=CC=CC=1.C1(P(C2C=CC=CC=2)C2C=CC=CC=2)C=CC=CC=1. The product is [CH3:19][O:18][C:14]1[CH:13]=[C:12]([CH:17]=[CH:16][CH:15]=1)[CH2:11][N:9]([CH3:10])[C:7]([C:5]1[S:6][C:2]([C:20]2[CH:25]=[CH:24][CH:23]=[CH:22][CH:21]=2)=[CH:3][CH:4]=1)=[O:8]. The yield is 0.960. (6) The reactants are [CH2:1]([O:8][P:9]([O:19][CH2:20][CH2:21][CH2:22][O:23][CH2:24][C:25]([CH3:34])([CH3:33])[C:26]([O:28]C(C)(C)C)=[O:27])([O:11][CH2:12][C:13]1[CH:18]=[CH:17][CH:16]=[CH:15][CH:14]=1)=[O:10])[C:2]1[CH:7]=[CH:6][CH:5]=[CH:4][CH:3]=1.C(O)(C(F)(F)F)=O. The catalyst is C(Cl)Cl. The product is [CH2:1]([O:8][P:9]([O:19][CH2:20][CH2:21][CH2:22][O:23][CH2:24][C:25]([CH3:34])([CH3:33])[C:26]([OH:28])=[O:27])([O:11][CH2:12][C:13]1[CH:14]=[CH:15][CH:16]=[CH:17][CH:18]=1)=[O:10])[C:2]1[CH:3]=[CH:4][CH:5]=[CH:6][CH:7]=1. The yield is 0.580. (7) The reactants are [F:1][C:2]1[CH:7]=[CH:6][C:5]([C:8]2[N:9]=[C:10]3[C:15]([CH3:16])=[C:14]([CH3:17])[C:13]([N:18]4[CH2:23][CH2:22][NH:21][CH2:20][CH2:19]4)=[N:12][N:11]3[C:24]=2[I:25])=[CH:4][CH:3]=1.CN(C1C=CC=CN=1)C.[C:35](=O)([O:41]C(C)(C)C)[O:36][C:37]([CH3:40])([CH3:39])[CH3:38]. The catalyst is O1CCCC1. The product is [F:1][C:2]1[CH:3]=[CH:4][C:5]([C:8]2[N:9]=[C:10]3[C:15]([CH3:16])=[C:14]([CH3:17])[C:13]([N:18]4[CH2:23][CH2:22][N:21]([C:35]([O:36][C:37]([CH3:40])([CH3:39])[CH3:38])=[O:41])[CH2:20][CH2:19]4)=[N:12][N:11]3[C:24]=2[I:25])=[CH:6][CH:7]=1. The yield is 0.780. (8) The yield is 0.840. The product is [Br:9][C:5]1[CH:4]=[N:3][C:2]2[NH:1][C:18](=[O:19])[C:17]([CH3:24])([CH3:23])[O:8][C:7]=2[CH:6]=1. The catalyst is CC(C)=O. The reactants are [NH2:1][C:2]1[C:7]([OH:8])=[CH:6][C:5]([Br:9])=[CH:4][N:3]=1.C([O-])([O-])=O.[K+].[K+].Br[C:17]([CH3:24])([CH3:23])[C:18](OCC)=[O:19]. (9) The reactants are [N+:1]([C:4]1[CH:12]=[C:11]2[C:7]([CH:8]=[CH:9][NH:10]2)=[CH:6][CH:5]=1)([O-:3])=[O:2].CCN(C(C)C)C(C)C.[C:22](Br)([CH3:25])([CH3:24])[CH3:23]. The catalyst is CCCC[N+](CCCC)(CCCC)CCCC.[I-].C1(C)C=CC=CC=1.[O-]S(C(F)(F)F)(=O)=O.[Zn+2].[O-]S(C(F)(F)F)(=O)=O. The product is [C:22]([C:8]1[C:7]2[C:11](=[CH:12][C:4]([N+:1]([O-:3])=[O:2])=[CH:5][CH:6]=2)[NH:10][CH:9]=1)([CH3:25])([CH3:24])[CH3:23]. The yield is 0.190. (10) The reactants are [Cl:1][C:2]1[CH:7]=[CH:6][C:5]([O:8][C:9]2[CH:14]=[CH:13][C:12]([CH2:15][CH2:16][O:17][C:18]3[NH:19][CH:20]=[C:21]([CH2:25][C:26]4[CH:27]=[N:28][N:29]([CH3:31])[CH:30]=4)[C:22](=[O:24])[N:23]=3)=[CH:11][CH:10]=2)=[CH:4][C:3]=1[C:32]([F:35])([F:34])[F:33].[CH3:36]CN(C(C)C)C(C)C.CI. The catalyst is C(Cl)Cl. The product is [Cl:1][C:2]1[CH:7]=[CH:6][C:5]([O:8][C:9]2[CH:14]=[CH:13][C:12]([CH2:15][CH2:16][O:17][C:18]3[N:19]([CH3:36])[CH:20]=[C:21]([CH2:25][C:26]4[CH:27]=[N:28][N:29]([CH3:31])[CH:30]=4)[C:22](=[O:24])[N:23]=3)=[CH:11][CH:10]=2)=[CH:4][C:3]=1[C:32]([F:35])([F:33])[F:34]. The yield is 0.603.